This data is from Full USPTO retrosynthesis dataset with 1.9M reactions from patents (1976-2016). The task is: Predict the reactants needed to synthesize the given product. (1) The reactants are: [Li]CCCC.[CH3:6][C:7]#[N:8].[CH2:9]([O:16][C:17]1[CH:18]=[C:19]([CH:25]=[CH:26][CH:27]=1)[C:20](OCC)=[O:21])[C:10]1[CH:15]=[CH:14][CH:13]=[CH:12][CH:11]=1. Given the product [CH2:9]([O:16][C:17]1[CH:18]=[C:19]([C:20](=[O:21])[CH2:6][C:7]#[N:8])[CH:25]=[CH:26][CH:27]=1)[C:10]1[CH:11]=[CH:12][CH:13]=[CH:14][CH:15]=1, predict the reactants needed to synthesize it. (2) Given the product [NH2:1][C:2]1[CH:11]=[CH:10][C:9]2[C:4](=[C:5]([O:12][CH2:16][CH2:15][OH:14])[CH:6]=[CH:7][CH:8]=2)[N:3]=1, predict the reactants needed to synthesize it. The reactants are: [NH2:1][C:2]1[CH:11]=[CH:10][C:9]2[C:4](=[C:5]([OH:12])[CH:6]=[CH:7][CH:8]=2)[N:3]=1.C1(=O)O[CH2:16][CH2:15][O:14]1.O(C(C)(C)C)[K].